From a dataset of Reaction yield outcomes from USPTO patents with 853,638 reactions. Predict the reaction yield, written as a fraction of the theoretical maximum amount of product (1.0 means a 100% yield; for example, 0.34 means a 34% yield). (1) The reactants are CN(C(ON1N=NC2C=CC=NC1=2)=[N+](C)C)C.F[P-](F)(F)(F)(F)F.CCN(C(C)C)C(C)C.[O:34]=[C:35]([CH3:46])[CH2:36][C:37]1[CH:38]=[C:39]([CH:43]=[CH:44][CH:45]=1)[C:40]([OH:42])=O.[CH3:47][O:48][C:49]1[CH:50]=[C:51]([NH:55][C:56]2[C:65]3[C:60](=[C:61]([CH3:83])[CH:62]=[C:63]([S:66]([C:69]4[CH:74]=[CH:73][CH:72]=[C:71]([C:75]([N:77]5[CH2:82][CH2:81][NH:80][CH2:79][CH2:78]5)=[O:76])[CH:70]=4)(=[O:68])=[O:67])[CH:64]=3)[N:59]=[CH:58][C:57]=2[C:84]([NH2:86])=[O:85])[CH:52]=[CH:53][CH:54]=1. The catalyst is CN(C=O)C.C(Cl)Cl.CO.O. The product is [CH3:47][O:48][C:49]1[CH:50]=[C:51]([NH:55][C:56]2[C:65]3[C:60](=[C:61]([CH3:83])[CH:62]=[C:63]([S:66]([C:69]4[CH:74]=[CH:73][CH:72]=[C:71]([C:75]([N:77]5[CH2:78][CH2:79][N:80]([C:40](=[O:42])[C:39]6[CH:43]=[CH:44][CH:45]=[C:37]([CH2:36][C:35](=[O:34])[CH3:46])[CH:38]=6)[CH2:81][CH2:82]5)=[O:76])[CH:70]=4)(=[O:68])=[O:67])[CH:64]=3)[N:59]=[CH:58][C:57]=2[C:84]([NH2:86])=[O:85])[CH:52]=[CH:53][CH:54]=1. The yield is 0.640. (2) The reactants are [CH3:1][O:2][C:3]1[C:12]2[C:7](=[CH:8][CH:9]=[CH:10][CH:11]=2)[CH:6]=[CH:5][C:4]=1[CH:13]=O.[C:15](=[O:18])([O-])[O-].[K+].[K+].[N+](=[C:23](P(=O)(OC)OC)C(=O)C)=[N-]. The catalyst is CO. The product is [C:13]([CH:4]1[CH:5]=[CH:6][C:7]2[C:12](=[CH:11][CH:10]=[CH:9][CH:8]=2)[C:3]1([O:2][CH3:1])[CH:15]=[O:18])#[CH:23]. The yield is 0.690.